Dataset: Peptide-MHC class II binding affinity with 134,281 pairs from IEDB. Task: Regression. Given a peptide amino acid sequence and an MHC pseudo amino acid sequence, predict their binding affinity value. This is MHC class II binding data. The peptide sequence is AAGTYVAADAAAASS. The MHC is HLA-DPA10301-DPB10402 with pseudo-sequence HLA-DPA10301-DPB10402. The binding affinity (normalized) is 0.239.